From a dataset of Experimentally validated miRNA-target interactions with 360,000+ pairs, plus equal number of negative samples. Binary Classification. Given a miRNA mature sequence and a target amino acid sequence, predict their likelihood of interaction. The miRNA is hsa-miR-30e-3p with sequence CUUUCAGUCGGAUGUUUACAGC. The protein sequence of the target gene is MIGCGACEPEVKMAGGQAAAALPTWKMAARRSLSARGRGVLQAAAGRLLPLLLLSCCWGAGGCTAAGENEETVIIGLRLEDTNDVSFMEGGALRVSERTRVKLRVYGQNINNETWSRIAFTEHERRRHTPSERGLGGPAPPEPDSGPQRCGIRTSDIIILPHIILNRRTSGIIEIEIKPLRKMEKSKSYYLCTSLSTPALGAGGSGSASGTVGGKGGAGVAGLPPPPWAETTWIYHDGEDTKMIVGEEKKFLLPFWLQVIFISLLLCLSGMFSGLNLGLMALDPMELRIVQNCGTEKEKN.... Result: 0 (no interaction).